Dataset: Forward reaction prediction with 1.9M reactions from USPTO patents (1976-2016). Task: Predict the product of the given reaction. (1) Given the reactants [H-].[Na+].[C:3]1([CH:9]2[CH2:13][CH2:12][CH2:11][C:10]2=[O:14])[CH:8]=[CH:7][CH:6]=[CH:5][CH:4]=1.[CH3:15]I, predict the reaction product. The product is: [CH3:15][C:9]1([C:3]2[CH:8]=[CH:7][CH:6]=[CH:5][CH:4]=2)[CH2:13][CH2:12][CH2:11][C:10]1=[O:14]. (2) Given the reactants [CH3:1][C:2]([CH3:27])([CH2:12][N:13]1[C:25]2[C:24]3[CH:23]=[CH:22][CH:21]=[CH:20][C:19]=3[N:18]=[CH:17][C:16]=2[NH:15][C:14]1=[S:26])[CH2:3][NH:4][C:5](=[O:11])[O:6][C:7]([CH3:10])([CH3:9])[CH3:8].O.[CH2:29](O)C.[OH-].[NH4+].IC, predict the reaction product. The product is: [CH3:1][C:2]([CH3:27])([CH2:12][N:13]1[C:25]2[C:24]3[CH:23]=[CH:22][CH:21]=[CH:20][C:19]=3[N:18]=[CH:17][C:16]=2[N:15]=[C:14]1[S:26][CH3:29])[CH2:3][NH:4][C:5](=[O:11])[O:6][C:7]([CH3:8])([CH3:9])[CH3:10]. (3) The product is: [C:44]([O:43][C:41]([N:24]([CH2:25][C@@H:26]([C:34]1[CH:39]=[CH:38][CH:37]=[C:36]([Cl:40])[CH:35]=1)[O:27][CH:28]1[CH2:33][CH2:32][CH2:31][CH2:30][O:29]1)[CH2:23][CH2:22][C:19]1[CH:20]=[CH:21][C:16]([S:13]([C:10]2[CH:11]=[CH:12][C:2]([NH:1][C:50]([O:51][CH3:52])=[O:53])=[C:3]([CH:9]=2)[C:4]([O:6][CH3:7])=[O:5])(=[O:14])=[O:15])=[CH:17][CH:18]=1)=[O:42])([CH3:45])([CH3:46])[CH3:47]. Given the reactants [NH2:1][C:2]1[CH:12]=[CH:11][C:10]([S:13]([C:16]2[CH:21]=[CH:20][C:19]([CH2:22][CH2:23][N:24]([C:41]([O:43][C:44]([CH3:47])([CH3:46])[CH3:45])=[O:42])[CH2:25][C@@H:26]([C:34]3[CH:39]=[CH:38][CH:37]=[C:36]([Cl:40])[CH:35]=3)[O:27][CH:28]3[CH2:33][CH2:32][CH2:31][CH2:30][O:29]3)=[CH:18][CH:17]=2)(=[O:15])=[O:14])=[CH:9][C:3]=1[C:4]([O:6][CH2:7]C)=[O:5].[H-].[Na+].[C:50](=O)([O:53]C)[O:51][CH3:52].O, predict the reaction product. (4) Given the reactants [O:1]1[CH2:6][CH2:5][CH:4]([NH:7][C:8]2[N:9]=[CH:10][C:11]3[CH:16]=[C:15]([C:17](=[O:25])[C:18]4[CH:23]=[CH:22][CH:21]=[CH:20][C:19]=4[F:24])[S:14][C:12]=3[N:13]=2)[CH2:3][CH2:2]1.[BH4-].[Na+].C(OCC)(=O)C, predict the reaction product. The product is: [O:1]1[CH2:2][CH2:3][CH:4]([NH:7][C:8]2[N:9]=[CH:10][C:11]3[CH:16]=[C:15]([CH:17]([C:18]4[CH:23]=[CH:22][CH:21]=[CH:20][C:19]=4[F:24])[OH:25])[S:14][C:12]=3[N:13]=2)[CH2:5][CH2:6]1. (5) Given the reactants [Si:1]([O:8][CH2:9][CH2:10][CH:11]([C:13]1[CH:18]=[CH:17][C:16]([O:19][CH2:20][C:21]2[CH:26]=[CH:25][C:24]([Cl:27])=[C:23]([Cl:28])[CH:22]=2)=[CH:15][CH:14]=1)[OH:12])([C:4]([CH3:7])([CH3:6])[CH3:5])([CH3:3])[CH3:2].[C:29]1(C2C3C(=C4C(=CC=3)C(C3C=CC=CC=3)=CC=N4)N=CC=2)C=CC=C[CH:30]=1.C(N(CC)CC)C, predict the reaction product. The product is: [C:4]([Si:1]([O:8][CH2:9][CH2:10][CH:11]([C:13]1[CH:18]=[CH:17][C:16]([O:19][CH2:20][C:21]2[CH:26]=[CH:25][C:24]([Cl:27])=[C:23]([Cl:28])[CH:22]=2)=[CH:15][CH:14]=1)[O:12][CH:29]=[CH2:30])([CH3:3])[CH3:2])([CH3:6])([CH3:7])[CH3:5].